This data is from Full USPTO retrosynthesis dataset with 1.9M reactions from patents (1976-2016). The task is: Predict the reactants needed to synthesize the given product. Given the product [NH2:24][C:4]1[N:3]=[C:2]([C:32]2[CH:31]=[CH:30][C:27]([C:28]#[N:29])=[C:26]([F:25])[CH:33]=2)[CH:7]=[C:6]([N:8]2[CH2:13][CH2:12][O:11][CH:10]([C:14]3[NH:18][C:17]4[CH:19]=[CH:20][C:21]([Cl:23])=[CH:22][C:16]=4[N:15]=3)[CH2:9]2)[N:5]=1, predict the reactants needed to synthesize it. The reactants are: Cl[C:2]1[CH:7]=[C:6]([N:8]2[CH2:13][CH2:12][O:11][CH:10]([C:14]3[NH:18][C:17]4[CH:19]=[CH:20][C:21]([Cl:23])=[CH:22][C:16]=4[N:15]=3)[CH2:9]2)[N:5]=[C:4]([NH2:24])[N:3]=1.[F:25][C:26]1[CH:33]=[C:32](B2OC(C)(C)C(C)(C)O2)[CH:31]=[CH:30][C:27]=1[C:28]#[N:29].C([O-])([O-])=O.[Na+].[Na+].